Dataset: Catalyst prediction with 721,799 reactions and 888 catalyst types from USPTO. Task: Predict which catalyst facilitates the given reaction. (1) Reactant: [CH3:1][C:2]1[C:7]([O:8][CH2:9][CH:10]([NH2:12])[CH3:11])=[C:6]([CH3:13])[CH:5]=[CH:4][CH:3]=1.C(N[C@H](C(N)=O)CCCN(N1C=CN=C1)C(=N)N)(OC(C)(C)C)=O.FC(F)(F)C(O)=O.CNC. Product: [CH3:13][C:6]1[C:7]([O:8][CH2:9][CH:10]([NH2:12])[CH3:11])=[C:2]([CH3:1])[CH:3]=[CH:4][CH:5]=1. The catalyst class is: 7. (2) Reactant: [OH-].[Li+].[C:3]([C:5]1[CH:10]=[CH:9][C:8]([CH:11]2[C:20]3[C:19](=[O:21])[CH2:18][CH2:17][CH2:16][C:15]=3[N:14]([C:22]3[CH:27]=[CH:26][CH:25]=[C:24]([C:28]([F:31])([F:30])[F:29])[CH:23]=3)[C:13](=[O:32])[N:12]2[S:33]([CH2:36][CH2:37][CH2:38][C:39]([O:41]C)=[O:40])(=[O:35])=[O:34])=[CH:7][CH:6]=1)#[N:4]. Product: [C:3]([C:5]1[CH:10]=[CH:9][C:8]([CH:11]2[C:20]3[C:19](=[O:21])[CH2:18][CH2:17][CH2:16][C:15]=3[N:14]([C:22]3[CH:27]=[CH:26][CH:25]=[C:24]([C:28]([F:30])([F:29])[F:31])[CH:23]=3)[C:13](=[O:32])[N:12]2[S:33]([CH2:36][CH2:37][CH2:38][C:39]([OH:41])=[O:40])(=[O:34])=[O:35])=[CH:7][CH:6]=1)#[N:4]. The catalyst class is: 127. (3) Reactant: [CH3:1][C:2]1([CH3:10])[CH:8]2[CH2:9][CH:3]1[CH2:4][CH2:5][C:6]2=[CH2:7].[K]. Product: [CH3:7][C:6]1[CH:5]=[CH:4][C:3]([CH:2]([CH3:10])[CH3:1])=[CH:9][CH:8]=1. The catalyst class is: 292.